This data is from Full USPTO retrosynthesis dataset with 1.9M reactions from patents (1976-2016). The task is: Predict the reactants needed to synthesize the given product. (1) Given the product [CH:1]1([CH:6]([NH:17][C:18]2[CH:27]=[CH:26][C:21]([C:22]([OH:24])=[O:23])=[CH:20][CH:19]=2)[C:7]2[S:8][C:9]3[CH:16]=[CH:15][CH:14]=[CH:13][C:10]=3[C:11]=2[CH3:12])[CH2:5][CH2:4][CH2:3][CH2:2]1, predict the reactants needed to synthesize it. The reactants are: [CH:1]1([CH:6]([NH:17][C:18]2[CH:27]=[CH:26][C:21]([C:22]([O:24]C)=[O:23])=[CH:20][CH:19]=2)[C:7]2[S:8][C:9]3[CH:16]=[CH:15][CH:14]=[CH:13][C:10]=3[C:11]=2[CH3:12])[CH2:5][CH2:4][CH2:3][CH2:2]1.O1CCCC1.[OH-].[Na+]. (2) Given the product [CH2:12]([O:14][C:15](=[O:20])/[C:16](/[N:17]=[N+:18]=[N-:19])=[CH:6]/[C:5]1[CH:8]=[CH:9][C:10]([CH3:11])=[C:3]([F:2])[CH:4]=1)[CH3:13], predict the reactants needed to synthesize it. The reactants are: [Na].[F:2][C:3]1[CH:4]=[C:5]([CH:8]=[CH:9][C:10]=1[CH3:11])[CH:6]=O.[CH2:12]([O:14][C:15](=[O:20])[CH2:16][N:17]=[N+:18]=[N-:19])[CH3:13].[Cl-].[NH4+]. (3) Given the product [Br:28][C:12]1[C:13]([C:15]([O:17][CH3:18])=[O:16])=[CH:14][C:9]([O:8][CH2:1][CH3:2])=[C:10]([C:19]2[CH:24]=[CH:23][C:22]([F:25])=[CH:21][CH:20]=2)[CH:11]=1, predict the reactants needed to synthesize it. The reactants are: [CH2:1]([O:8][C:9]1[CH:14]=[C:13]([C:15]([O:17][CH3:18])=[O:16])[CH:12]=[CH:11][C:10]=1[C:19]1[CH:24]=[CH:23][C:22]([F:25])=[CH:21][CH:20]=1)[C:2]1C=CC=CC=1.[H][H].[Br:28]Br.N. (4) Given the product [OH:5][CH2:1][CH2:2][C:3]([O:16][CH2:9][C:10]1[CH:15]=[CH:14][CH:13]=[CH:12][CH:11]=1)=[O:4], predict the reactants needed to synthesize it. The reactants are: [C:1]1(=[O:5])[O:4][CH2:3][CH2:2]1.C[O-].[Na+].[CH2:9]([OH:16])[C:10]1[CH:15]=[CH:14][CH:13]=[CH:12][CH:11]=1. (5) Given the product [CH2:18]([C:16]1[CH:15]=[N:14][N:13]([C:10]2[CH:9]=[CH:8][C:7]([CH2:6][NH2:5])=[CH:12][CH:11]=2)[CH:17]=1)[CH2:19][C:20]1[CH:21]=[CH:22][CH:23]=[CH:24][CH:25]=1, predict the reactants needed to synthesize it. The reactants are: FC(F)(F)C([NH:5][CH2:6][C:7]1[CH:12]=[CH:11][C:10]([N:13]2[CH:17]=[C:16]([CH2:18][CH2:19][C:20]3[CH:25]=[CH:24][CH:23]=[CH:22][CH:21]=3)[CH:15]=[N:14]2)=[CH:9][CH:8]=1)=O.[OH-].[Na+]. (6) Given the product [C:3]([C:5]([CH3:51])([CH3:52])[CH2:6][O:7][C:8]([N:10]1[C:19]2[C:14](=[N:15][C:16]([O:20][CH3:21])=[CH:17][CH:18]=2)[C@@H:13]([NH:22][C:23]2[N:28]=[C:27]([CH2:29][C:30]3[CH:35]=[C:34]([C:36]([F:37])([F:39])[F:38])[CH:33]=[C:32]([C:40]([F:41])([F:42])[F:43])[CH:31]=3)[C:26]([O:44][CH2:45][CH2:46][O:47][CH3:48])=[CH:25][N:24]=2)[CH2:12][C@H:11]1[CH2:49][CH3:50])=[O:9])([OH:4])=[O:2], predict the reactants needed to synthesize it. The reactants are: C[O:2][C:3]([C:5]([CH3:52])([CH3:51])[CH2:6][O:7][C:8]([N:10]1[C:19]2[C:14](=[N:15][C:16]([O:20][CH3:21])=[CH:17][CH:18]=2)[C@@H:13]([NH:22][C:23]2[N:28]=[C:27]([CH2:29][C:30]3[CH:35]=[C:34]([C:36]([F:39])([F:38])[F:37])[CH:33]=[C:32]([C:40]([F:43])([F:42])[F:41])[CH:31]=3)[C:26]([O:44][CH2:45][CH2:46][O:47][CH3:48])=[CH:25][N:24]=2)[CH2:12][C@H:11]1[CH2:49][CH3:50])=[O:9])=[O:4].[OH-].[Na+].C(O)(=O)CC(CC(O)=O)(C(O)=O)O. (7) Given the product [CH2:1]([N:8]([CH2:26][CH2:27][NH:28][CH2:29][C:30]1[CH:31]=[CH:32][CH:33]=[CH:34][CH:35]=1)[CH2:9][C@@H:10]([C:22]([OH:24])=[O:23])[NH:11][C:12]([O:14][CH2:15][C:16]1[CH:17]=[CH:18][CH:19]=[CH:20][CH:21]=1)=[O:13])[C:2]1[CH:7]=[CH:6][CH:5]=[CH:4][CH:3]=1, predict the reactants needed to synthesize it. The reactants are: [CH2:1]([N:8]([CH2:26][CH2:27][NH:28][CH2:29][C:30]1[CH:35]=[CH:34][CH:33]=[CH:32][CH:31]=1)[CH2:9][C@@H:10]([C:22]([O:24]C)=[O:23])[NH:11][C:12]([O:14][CH2:15][C:16]1[CH:21]=[CH:20][CH:19]=[CH:18][CH:17]=1)=[O:13])[C:2]1[CH:7]=[CH:6][CH:5]=[CH:4][CH:3]=1.[OH-].[Na+].